Dataset: Full USPTO retrosynthesis dataset with 1.9M reactions from patents (1976-2016). Task: Predict the reactants needed to synthesize the given product. The reactants are: C1C2C(=CC=CC=2)C=C(N)[N:2]=1.[CH2:12]([O:14][CH:15]([O:19][CH2:20][CH3:21])[C:16](=[NH:18])[O-])[CH3:13].Cl.C1(CN)C=CC=CC=1.CO[Na]. Given the product [CH2:12]([O:14][CH:15]([O:19][CH2:20][CH3:21])[C:16]([NH2:2])=[NH:18])[CH3:13], predict the reactants needed to synthesize it.